Dataset: Forward reaction prediction with 1.9M reactions from USPTO patents (1976-2016). Task: Predict the product of the given reaction. (1) The product is: [Cl:1][C:2]1[CH:7]=[CH:6][C:5]([S:8]([N:11]([C:15]2[C:16]([C:22]([C:24]3[CH:25]([CH3:31])[N:26]([OH:41])[CH:27]=[CH:28][C:29]=3[CH3:30])=[O:23])=[N:17][CH:18]=[C:19]([Cl:21])[CH:20]=2)[CH2:12][O:13][CH3:14])(=[O:9])=[O:10])=[CH:4][C:3]=1[C:32]([F:35])([F:33])[F:34]. Given the reactants [Cl:1][C:2]1[CH:7]=[CH:6][C:5]([S:8]([N:11]([C:15]2[C:16]([C:22]([C:24]3[C:25]([CH3:31])=[N:26][CH:27]=[CH:28][C:29]=3[CH3:30])=[O:23])=[N:17][CH:18]=[C:19]([Cl:21])[CH:20]=2)[CH2:12][O:13][CH3:14])(=[O:10])=[O:9])=[CH:4][C:3]=1[C:32]([F:35])([F:34])[F:33].ClC1C=C(C=CC=1)C(OO)=[O:41].N1C=CC=CC=1, predict the reaction product. (2) Given the reactants [CH3:1][C:2]1[CH:7]=[C:6]([CH3:8])[CH:5]=[CH:4][C:3]=1[N:9]1[CH2:14][CH2:13][N:12]([CH2:15][CH2:16][NH2:17])[CH2:11][CH2:10]1.[C:18]1([N:24]2[C:28]([C:29]3[O:30][CH:31]=[CH:32][CH:33]=3)=[CH:27][C:26]([CH:34]=O)=[N:25]2)[CH:23]=[CH:22][CH:21]=[CH:20][CH:19]=1, predict the reaction product. The product is: [CH3:1][C:2]1[CH:7]=[C:6]([CH3:8])[CH:5]=[CH:4][C:3]=1[N:9]1[CH2:14][CH2:13][N:12]([CH2:15][CH2:16][NH:17][CH2:34][C:26]2[CH:27]=[C:28]([C:29]3[O:30][CH:31]=[CH:32][CH:33]=3)[N:24]([C:18]3[CH:23]=[CH:22][CH:21]=[CH:20][CH:19]=3)[N:25]=2)[CH2:11][CH2:10]1. (3) Given the reactants [C:1]([O:5][C:6]([N:8]([CH3:56])[C@@H:9]([CH3:55])[C:10]([NH:12][C@@H:13]([C:51]([CH3:54])([CH3:53])[CH3:52])[C:14]([N:16]1[C@H:25]([C:26](=[O:38])[NH:27][C@H:28]2[C:37]3[C:32](=[CH:33][CH:34]=[CH:35][CH:36]=3)[CH2:31][CH2:30][CH2:29]2)[CH2:24][C:23]2[C:18](=[CH:19][C:20]([NH:39][CH2:40][C:41]3[CH:50]=[CH:49][C:44]([C:45]([O:47][CH3:48])=[O:46])=[CH:43][CH:42]=3)=[CH:21][CH:22]=2)[CH2:17]1)=[O:15])=[O:11])=[O:7])([CH3:4])([CH3:3])[CH3:2].CC(C)(C)[C@H:59](NC(=O)[C@@H](NC)C)[C:60](N1[C@H](C(N[C@H]2C3C(=CC=CC=3)CCC2)=O)CC2C(=CC(NCC3C=CC(C(=O)N[C@H]4C[C@@H](C(=O)N[C@H]5C6C(=CC=CC=6)CCC5)N(C(=O)[C@@H](NC(=O)[C@@H](NC)C)C(C)(C)C)C4)=CC=3)=CC=2)C1)=[O:61].C(OC(=O)C)(=O)C, predict the reaction product. The product is: [C:1]([O:5][C:6]([N:8]([CH3:56])[C@@H:9]([CH3:55])[C:10]([NH:12][C@@H:13]([C:51]([CH3:54])([CH3:53])[CH3:52])[C:14]([N:16]1[C@H:25]([C:26](=[O:38])[NH:27][C@H:28]2[C:37]3[C:32](=[CH:33][CH:34]=[CH:35][CH:36]=3)[CH2:31][CH2:30][CH2:29]2)[CH2:24][C:23]2[C:18](=[CH:19][C:20]([N:39]([CH2:40][C:41]3[CH:42]=[CH:43][C:44]([C:45]([O:47][CH3:48])=[O:46])=[CH:49][CH:50]=3)[C:60](=[O:61])[CH3:59])=[CH:21][CH:22]=2)[CH2:17]1)=[O:15])=[O:11])=[O:7])([CH3:4])([CH3:3])[CH3:2].